Dataset: Full USPTO retrosynthesis dataset with 1.9M reactions from patents (1976-2016). Task: Predict the reactants needed to synthesize the given product. (1) Given the product [S:47]([OH:50])([OH:49])(=[O:48])=[O:46].[CH3:1][NH:2][CH2:3][C:4]([O:6][C@H:7]([CH3:45])[CH2:8][N:9]1[C:13]([CH3:14])=[C:12]([C:15](=[O:37])[NH:16][C:17]2[CH:22]=[CH:21][C:20]([O:23][C:24]3[C:33]4[C:28](=[CH:29][C:30]([O:34][CH3:35])=[CH:31][CH:32]=4)[N:27]=[CH:26][CH:25]=3)=[C:19]([F:36])[CH:18]=2)[C:11](=[O:38])[N:10]1[C:39]1[CH:40]=[CH:41][CH:42]=[CH:43][CH:44]=1)=[O:5], predict the reactants needed to synthesize it. The reactants are: [CH3:1][NH:2][CH2:3][C:4]([O:6][C@H:7]([CH3:45])[CH2:8][N:9]1[C:13]([CH3:14])=[C:12]([C:15](=[O:37])[NH:16][C:17]2[CH:22]=[CH:21][C:20]([O:23][C:24]3[C:33]4[C:28](=[CH:29][C:30]([O:34][CH3:35])=[CH:31][CH:32]=4)[N:27]=[CH:26][CH:25]=3)=[C:19]([F:36])[CH:18]=2)[C:11](=[O:38])[N:10]1[C:39]1[CH:44]=[CH:43][CH:42]=[CH:41][CH:40]=1)=[O:5].[OH:46][S:47]([OH:50])(=[O:49])=[O:48]. (2) Given the product [NH2:3][C:4]1[N:5]=[CH:6][C:7]([C:21]2[CH:30]=[CH:29][C:24]([C:25]([N:35]([CH3:36])[CH3:34])=[O:27])=[CH:23][C:22]=2[CH:31]([F:32])[F:33])=[N:8][C:9]=1[C:10]1[O:11][C:12]([C:15]2[CH:20]=[CH:19][CH:18]=[CH:17][CH:16]=2)=[N:13][N:14]=1, predict the reactants needed to synthesize it. The reactants are: [Li+].[OH-].[NH2:3][C:4]1[N:5]=[CH:6][C:7]([C:21]2[CH:30]=[CH:29][C:24]([C:25]([O:27]C)=O)=[CH:23][C:22]=2[CH:31]([F:33])[F:32])=[N:8][C:9]=1[C:10]1[O:11][C:12]([C:15]2[CH:20]=[CH:19][CH:18]=[CH:17][CH:16]=2)=[N:13][N:14]=1.[CH3:34][N:35](C(ON1N=NC2C=CC=CC1=2)=[N+](C)C)[CH3:36].[B-](F)(F)(F)F.CCN(C(C)C)C(C)C.CNC. (3) Given the product [Cl:1][C:2]1[CH:3]=[CH:4][C:5]2[O:9][C:8]([CH:10]([CH:14]3[CH2:19][CH2:18][CH2:17][CH2:16][CH2:15]3)[OH:11])=[C:7]([CH3:12])[C:6]=2[CH:13]=1, predict the reactants needed to synthesize it. The reactants are: [Cl:1][C:2]1[CH:3]=[CH:4][C:5]2[O:9][C:8]([CH:10]=[O:11])=[C:7]([CH3:12])[C:6]=2[CH:13]=1.[CH:14]1([Mg]Br)[CH2:19][CH2:18][CH2:17][CH2:16][CH2:15]1.[Cl-].[NH4+].